This data is from Full USPTO retrosynthesis dataset with 1.9M reactions from patents (1976-2016). The task is: Predict the reactants needed to synthesize the given product. (1) Given the product [CH:19]1([CH2:22][NH:23][C:24]([C:25]2[CH:26]=[CH:27][C:28]([CH3:31])=[C:29]([C:2]3[CH:18]=[CH:17][C:5]([C:6]([NH:8][C:9]4[CH:14]=[CH:13][C:12]([O:15][CH3:16])=[CH:11][CH:10]=4)=[O:7])=[CH:4][N:3]=3)[CH:30]=2)=[O:41])[CH2:21][CH2:20]1, predict the reactants needed to synthesize it. The reactants are: Cl[C:2]1[CH:18]=[CH:17][C:5]([C:6]([NH:8][C:9]2[CH:14]=[CH:13][C:12]([O:15][CH3:16])=[CH:11][CH:10]=2)=[O:7])=[CH:4][N:3]=1.[CH:19]1([CH2:22][NH:23][C:24](=[O:41])[C:25]2[CH:30]=[CH:29][C:28]([CH3:31])=[C:27](B3OC(C)(C)C(C)(C)O3)[CH:26]=2)[CH2:21][CH2:20]1. (2) The reactants are: S(Cl)([Cl:3])=O.[CH3:5][C:6]1[CH:7]=[C:8]([CH2:13][CH2:14][CH2:15][C:16]([OH:18])=O)[CH:9]=[CH:10][C:11]=1[CH3:12]. Given the product [CH3:5][C:6]1[CH:7]=[C:8]([CH2:13][CH2:14][CH2:15][C:16]([Cl:3])=[O:18])[CH:9]=[CH:10][C:11]=1[CH3:12], predict the reactants needed to synthesize it. (3) Given the product [S:8]1[C:3]2[CH:4]=[CH:5][CH:6]=[CH:7][C:2]=2[N:1]=[C:21]1[CH2:22][CH:16]([C:13]1[CH:12]=[CH:11][C:10]([Cl:9])=[CH:15][CH:14]=1)[CH2:17][C:18]([OH:20])=[O:19], predict the reactants needed to synthesize it. The reactants are: [NH2:1][C:2]1[CH:7]=[CH:6][CH:5]=[CH:4][C:3]=1[SH:8].[Cl:9][C:10]1[CH:15]=[CH:14][C:13]([CH:16]2[CH2:22][C:21](=O)[O:20][C:18](=[O:19])[CH2:17]2)=[CH:12][CH:11]=1. (4) The reactants are: [O:1]=[C:2]1[N:6]([C:7]2[CH:8]=[CH:9][C:10]3[C:16](=[O:17])[CH2:15][CH2:14][CH2:13][CH2:12][C:11]=3[CH:18]=2)[CH2:5][C@H:4]([CH2:19][NH:20][C:21](=[O:23])[CH3:22])[O:3]1.[Li+].C[Si]([N-][Si](C)(C)C)(C)C.[C:34](Cl)(=[O:36])[CH3:35]. Given the product [C:34]([CH:15]1[CH2:14][CH2:13][CH2:12][C:11]2[CH:18]=[C:7]([N:6]3[CH2:5][C@H:4]([CH2:19][NH:20][C:21](=[O:23])[CH3:22])[O:3][C:2]3=[O:1])[CH:8]=[CH:9][C:10]=2[C:16]1=[O:17])(=[O:36])[CH3:35], predict the reactants needed to synthesize it. (5) The reactants are: Cl.Cl.Cl.[O:4]1[C:8]2[CH:9]=[CH:10][CH:11]=[C:12]([N:13]3[CH2:18][CH2:17][N:16]([CH2:19][CH2:20][C@H:21]4[CH2:26][CH2:25][C@H:24]([NH2:27])[CH2:23][CH2:22]4)[CH2:15][CH2:14]3)[C:7]=2[O:6][CH2:5]1.C(N(CC)C(C)C)(C)C.ClC(Cl)(O[C:41](=[O:47])OC(Cl)(Cl)Cl)Cl.[NH:49]1[C:57]2[C:52](=[CH:53][CH:54]=[CH:55][CH:56]=2)[CH2:51][CH2:50]1. Given the product [O:4]1[C:8]2[CH:9]=[CH:10][CH:11]=[C:12]([N:13]3[CH2:18][CH2:17][N:16]([CH2:19][CH2:20][C@H:21]4[CH2:26][CH2:25][C@H:24]([NH:27][C:41]([N:49]5[C:57]6[C:52](=[CH:53][CH:54]=[CH:55][CH:56]=6)[CH2:51][CH2:50]5)=[O:47])[CH2:23][CH2:22]4)[CH2:15][CH2:14]3)[C:7]=2[O:6][CH2:5]1, predict the reactants needed to synthesize it.